This data is from Reaction yield outcomes from USPTO patents with 853,638 reactions. The task is: Predict the reaction yield, written as a fraction of the theoretical maximum amount of product (1.0 means a 100% yield; for example, 0.34 means a 34% yield). The reactants are [C:1]([O:5][C:6]([N:8]1[CH2:13][CH2:12][CH:11]([C:14]2[NH:15][C:16]([C:20]3[CH:21]=[C:22]([CH:26]=[CH:27][C:28]=3[CH3:29])[C:23](O)=[O:24])=[C:17]([CH3:19])[N:18]=2)[CH2:10][CH2:9]1)=[O:7])([CH3:4])([CH3:3])[CH3:2].Cl.[NH:31]1[CH2:34][CH:33]([C:35]2[CH:42]=[CH:41][C:38]([C:39]#[N:40])=[CH:37][CH:36]=2)[CH2:32]1.CCN=C=NCCCN(C)C.C1C=CC2N(O)N=NC=2C=1.CCN(C(C)C)C(C)C. The catalyst is CN(C=O)C. The product is [C:39]([C:38]1[CH:37]=[CH:36][C:35]([CH:33]2[CH2:32][N:31]([C:23]([C:22]3[CH:26]=[CH:27][C:28]([CH3:29])=[C:20]([C:16]4[N:15]=[C:14]([CH:11]5[CH2:10][CH2:9][N:8]([C:6]([O:5][C:1]([CH3:3])([CH3:2])[CH3:4])=[O:7])[CH2:13][CH2:12]5)[NH:18][C:17]=4[CH3:19])[CH:21]=3)=[O:24])[CH2:34]2)=[CH:42][CH:41]=1)#[N:40]. The yield is 0.690.